From a dataset of Full USPTO retrosynthesis dataset with 1.9M reactions from patents (1976-2016). Predict the reactants needed to synthesize the given product. Given the product [I:1][C:2]1[CH:3]=[CH:4][C:5]([N:8]([CH2:16][CH:17]=[C:18]([CH3:20])[CH3:19])[C:9]2[N:10]=[CH:11][CH:12]=[CH:13][N:14]=2)=[CH:6][CH:7]=1, predict the reactants needed to synthesize it. The reactants are: [I:1][C:2]1[CH:7]=[CH:6][C:5]([NH:8][C:9]2[N:14]=[CH:13][CH:12]=[CH:11][N:10]=2)=[CH:4][CH:3]=1.Br[CH2:16][CH:17]=[C:18]([CH3:20])[CH3:19].[H-].[Na+].